From a dataset of Experimentally validated miRNA-target interactions with 360,000+ pairs, plus equal number of negative samples. Binary Classification. Given a miRNA mature sequence and a target amino acid sequence, predict their likelihood of interaction. (1) The miRNA is mmu-miR-467c-5p with sequence UAAGUGCGUGCAUGUAUAUGUG. The protein sequence of the target gene is MGAPFVWALGLLMLQMLLFVAGEQGTQDITDASERGLHMQKLGSGSVQAALAELVALPCLFTLQPRPSAARDAPRIKWTKVRTASGQRQDLPILVAKDNVVRVAKSWQGRVSLPSYPRRRANATLLLGPLRASDSGLYRCQVVRGIEDEQDLVPLEVTGVVFHYRSARDRYALTFAEAQEACRLSSAIIAAPRHLQAAFEDGFDNCDAGWLSDRTVRYPITQSRPGCYGDRSSLPGVRSYGRRNPQELYDVYCFARELGGEVFYVGPARRLTLAGARAQCRRQGAALASVGQLHLAWHEG.... Result: 0 (no interaction). (2) The miRNA is hsa-miR-6799-3p with sequence UGCCCUGCAUGGUGUCCCCACAG. The protein sequence of the target gene is MIKFQERVTFKDVAVVFTKEELALLDKAQINLYQDVMLENFRNLMLVRDGIKNNILNLQAKGLSYLSQEVLHCWQIWKQRIRDLTVSQDYIVNLQEECSPHLEDVSLSEEWAGISLQISENENYVVNAIIKNQDITAWQSLTQVLTPESWRKANIMTEPQNSQGRYKGIYMEEKLYRRAQHDDSLSWTSCDHHESQECKGEDPGRHPNCGKNLGMKSTVEKRNAAHVLPQPFPCNNCGVAFADDTDPHVHHSTHLGEKSYKCDQYGKNFSQSQDLIVHCKTHSGKTPYEFHEWPMGCKQS.... Result: 1 (interaction). (3) The miRNA is hsa-miR-6728-3p with sequence UCUCUGCUCUGCUCUCCCCAG. The protein sequence of the target gene is MAVMNHLRVILQVSSSTLPWRRCWVPRLVPRRSCSLYTCTYRTRNRALPPLWENLDLVPAGDRQSPINIRWRDSVYDPGLKPLTISYDPATCLHIWNNGYSFLVEFEDSTDKSVVEGGPLEHNYRLKQFHFHWGAIDAWGSEHTVDSKCYPAELHLVHWNAVKFESFEDAALEENGLAVIGVFLKLGKHHKELQKLVDTLPSIKHKDTLVEFGSFDPSCLMPTCPDYWTYSGSLTTPPLSESVTWIIKKQPVEVDRDQLEQFRTLLFTSEGEKEKRMVDNFRPLQPLMNRTVRSSFRHDY.... Result: 0 (no interaction). (4) The miRNA is rno-miR-98-5p with sequence UGAGGUAGUAAGUUGUAUUGUU. The protein sequence of the target gene is MSEFWHKLGCCVVEKPQPKKKRRRIDRTMIGEPMNFVHLTHIGSGEMGAGDGLAMTGAVQEQMRSKGNHRDRPWSNSRAL. Result: 0 (no interaction). (5) The miRNA is hsa-miR-8061 with sequence CUUAGAUUAGAGGAUAUUGUU. The protein sequence of the target gene is MAAPAQPKKIVAPTVSQINAEFVTQLACKYWAPHIKKKSPFDIKVIEDIYEKEIVKSRFAIRKIMLLEFSQYLENYLWMNYSPEVSSKAYLMSICCMVNEKFRENVPAWEIFKKKPDHFPFFFKHILKAALAETDGEFSLHEQTVLLLFLDHCFNSLEVDLIRSQVQQLISLPMWMGLQLARLELELKKTPKLRKFWNLIKKNDEKMDPEAREQAYQERRFLSQLIQKFISVLKSVPLSEPVTMDKVHYCERFIELMIDLEALLPTRRWFNTILDDSHLLVHCYLSNLVRREEDGHLFSQ.... Result: 1 (interaction). (6) The miRNA is hsa-miR-1253 with sequence AGAGAAGAAGAUCAGCCUGCA. The protein sequence of the target gene is MGCDGGTIPKRHELVKGPKKVEKVDKDAELVAQWNYCTLSQEILRRPIVACELGRLYNKDAVIEFLLDKSAEKALGKAASHIKSIKNVTELKLSDNPAWEGDKGNTKGDKHDDLQRARFICPVVGLEMNGRHRFCFLRCCGCVFSERALKEIKAEVCHTCGAAFQEDDVIMLNGTKEDVDVLKTRMEERRLRAKLEKKTKKPKAAESVSKPDVSEEAPGPSKVKTGKPEEASLDSREKKTNLAPKSTAMNESSSGKAGKPPCGATKRSIADSEESEAYKSLFTTHSSAKRSKEESAHWVT.... Result: 0 (no interaction). (7) The miRNA is mmu-miR-30d-5p with sequence UGUAAACAUCCCCGACUGGAAG. Result: 0 (no interaction). The protein sequence of the target gene is MLDGLKMEENFQSAIETSASFSSLLGRAVSPKSVCEGCQRVISDRFLLRLNDSFWHEQCVQCASCKEPLETTCFYRDKKLYCKYHYEKLFAVKCGGCFEAIAPNEFVMRAQKSVYHLSCFCCCVCERQLQKGDEFVLKEGQLLCKGDYEKERELLSLVSPAASDSGKSDDEESLCKSAHGAGKGASEDGKDHKRPKRPRTILTTQQRRAFKASFEVSSKPCRKVRETLAAETGLSVRVVQVWFQNQRAKMKKLARRQQQQQQDQQNTQRLTSAQTNGSGNAGMEGIMNPYTTLPTPQQLL.... (8) The miRNA is mmu-miR-302a-3p with sequence UAAGUGCUUCCAUGUUUUGGUGA. The protein sequence of the target gene is MWYHKLLHQQSRLRNLMKRGNIAQGLHLSNFKSLFSSSIHWCHTTSKSVNCTWHQHEDHLELQYAGTVMRFDYVWLRDHCRSASCYNSKTHQRSLDTASVDLCIKPKTVHLDETMLFFTWPDGHVTRYDLDWLVKNSYEGQKQKVIQPRILWNSKLYQQAQVPSVDFQCFLETNEGLKKFLQNFLLYGIAFVENVPPTEEHTEKLAERISLIRETIYGRMWYFTSDFSRGDTAYTKLALDRHTDTTYFQEPCGIQVFHCLKHEGTGGRTLLVDGFYAAQQVLQKAPEEFELLSKVPLKHE.... Result: 1 (interaction). (9) Result: 0 (no interaction). The miRNA is dme-miR-314-3p with sequence UAUUCGAGCCAAUAAGUUCGG. The protein sequence of the target gene is MGKRAGGAAAAAAAASTSSAAGLEPAAGRGGGPRSAAAGLLGALHLVMTLVVAAARAEKEAFIQSESIIEVLRFDDGGLLQTETTLGLGSYQQKSISLYRGNCRPIRFEPPMLDFHEQPVGMPKMEKVYLHNPSSEETITLVSISATTSHFHASFFQNRKILPGGNTSFDVVFLARVVGNVENTLFINTSNHGVFTYQVFGVGVPNPYRLRPFLGARVPVNSSFSPIINIHNPHSEPLQVVEMYSSGGDLHLELPTGQQGGTRKLWEIPPYETKGVMRASFSSREADNHTAFIRIKTNAS....